Regression/Classification. Given a drug SMILES string, predict its toxicity properties. Task type varies by dataset: regression for continuous values (e.g., LD50, hERG inhibition percentage) or binary classification for toxic/non-toxic outcomes (e.g., AMES mutagenicity, cardiotoxicity, hepatotoxicity). Dataset: ames. From a dataset of Ames mutagenicity test results for genotoxicity prediction. (1) The compound is C=C1CC(=O)O1. The result is 0 (non-mutagenic). (2) The drug is c1ccc(C2OC2c2ccccc2)cc1. The result is 0 (non-mutagenic).